From a dataset of Reaction yield outcomes from USPTO patents with 853,638 reactions. Predict the reaction yield, written as a fraction of the theoretical maximum amount of product (1.0 means a 100% yield; for example, 0.34 means a 34% yield). (1) The reactants are [O:1]1[CH:5]=[CH:4][CH:3]=[C:2]1C(O)=O.C([N:11]([CH2:14]C)CC)C.P(N=[N+]=[N-])(=O)(OC1C=CC=CC=1)[O:17]C1C=CC=CC=1.[C:35]([OH:39])([CH3:38])([CH3:37])[CH3:36]. No catalyst specified. The product is [O:1]1[CH:5]=[CH:4][CH:3]=[C:2]1[NH:11][C:14](=[O:17])[O:39][C:35]([CH3:38])([CH3:37])[CH3:36]. The yield is 0.960. (2) The reactants are [OH:1][N:2]1[C:6](=[O:7])[C:5]2=[CH:8][CH:9]=[CH:10][CH:11]=[C:4]2[C:3]1=[O:12].C([O-])([O-])=O.[K+].[K+].Br[CH2:20][C:21]([O:23][C:24]([CH3:27])([CH3:26])[CH3:25])=[O:22]. The catalyst is CN(C=O)C. The product is [O:7]=[C:6]1[C:5]2[CH:8]=[CH:9][CH:10]=[CH:11][C:4]=2[C:3](=[O:12])[N:2]1[O:1][CH2:20][C:21]([O:23][C:24]([CH3:27])([CH3:26])[CH3:25])=[O:22]. The yield is 0.710. (3) The reactants are [CH3:1][N:2]([CH:4]=O)C.N[C:7]1[CH:12]=[CH:11][CH:10]=[CH:9][C:8]=1S.CC(OC(C)=O)=O. The catalyst is C1C=CC=CC=1. The product is [NH:2]1[C:1]2[C:12](=[CH:7][CH:8]=[CH:9][CH:10]=2)[CH:11]=[CH:4]1. The yield is 0.270. (4) The product is [Br:27][C:28]1[CH:36]=[CH:35][C:31]([C:32]([NH:22][S:19]([C:14]2[CH:15]=[CH:16][CH:17]=[CH:18][C:13]=2[S:23](=[O:25])(=[O:24])[NH2:26])(=[O:21])=[O:20])=[O:33])=[CH:30][C:29]=1[CH2:37][OH:38]. The yield is 0.410. The reactants are Cl.CN(C)CCCN=C=NCC.[C:13]1([S:23]([NH2:26])(=[O:25])=[O:24])[C:14]([S:19]([NH2:22])(=[O:21])=[O:20])=[CH:15][CH:16]=[CH:17][CH:18]=1.[Br:27][C:28]1[CH:36]=[CH:35][C:31]([C:32](O)=[O:33])=[CH:30][C:29]=1[CH2:37][OH:38].O. The catalyst is CN(C)C1C=CN=CC=1.CN(C)C=O.C(OCC)(=O)C. (5) The reactants are [CH3:1][N:2]([CH:6]1[CH2:19][C:18]2[C:9]([CH3:28])([CH:10]3[CH:15]([CH2:16][CH:17]=2)[CH:14]2[CH2:20][CH2:21][CH:22]4[CH:23]([CH3:27])[N:24]([CH3:26])[CH2:25][C:13]24[CH2:12][CH2:11]3)[CH2:8][CH2:7]1)[C:3](Cl)=[O:4].[CH2:29]([OH:33])[CH2:30][CH2:31][OH:32]. The catalyst is N1C=CC=CC=1. The product is [OH:32][CH2:31][CH2:30][CH2:29][O:33][C:3](=[O:4])[N:2]([CH3:1])[CH:6]1[CH2:19][C:18]2[C:9]([CH3:28])([CH:10]3[CH:15]([CH2:16][CH:17]=2)[CH:14]2[CH2:20][CH2:21][CH:22]4[CH:23]([CH3:27])[N:24]([CH3:26])[CH2:25][C:13]24[CH2:12][CH2:11]3)[CH2:8][CH2:7]1. The yield is 0.228. (6) The reactants are [CH:1]1([CH2:6][CH:7]([C:16]2[NH:20][C:19]([C:21]3[N:26]=[CH:25][C:24]([CH:27]([OH:29])[CH3:28])=[CH:23][CH:22]=3)=[CH:18][CH:17]=2)[C:8]2[CH:13]=[CH:12][C:11](SC)=[CH:10][N:9]=2)[CH2:5][CH2:4][CH2:3][CH2:2]1.O1CCC[CH2:31]1.O.O[O:37][S:38]([O-:40])=O.[K+]. The catalyst is C(OCC)(=O)C.CO. The product is [CH:1]1([CH2:6][CH:7]([C:16]2[NH:20][C:19]([C:21]3[N:26]=[CH:25][C:24]([CH:27]([OH:29])[CH3:28])=[CH:23][CH:22]=3)=[CH:18][CH:17]=2)[C:8]2[CH:13]=[CH:12][C:11]([S:38]([CH3:31])(=[O:40])=[O:37])=[CH:10][N:9]=2)[CH2:2][CH2:3][CH2:4][CH2:5]1. The yield is 0.380. (7) The reactants are [Cl:1][C:2]1[CH:21]=[CH:20][C:5]([CH2:6][CH:7]2[CH2:12][CH:11]([C:13]([OH:15])=O)[CH2:10][CH2:9][N:8]2[C:16]([O:18][CH3:19])=[O:17])=[CH:4][CH:3]=1.[CH3:22][C:23]1([CH3:31])[O:28][C:27](=[O:29])[CH2:26][C:25](=[O:30])[O:24]1.CCN(C(C)C)C(C)C.Cl.C(N=C=NCCCN(C)C)C. The catalyst is CN(C1C=CN=CC=1)C.ClCCl. The product is [Cl:1][C:2]1[CH:3]=[CH:4][C:5]([CH2:6][CH:7]2[CH2:12][CH:11]([C:13](=[C:26]3[C:27](=[O:29])[O:28][C:23]([CH3:31])([CH3:22])[O:24][C:25]3=[O:30])[OH:15])[CH2:10][CH2:9][N:8]2[C:16]([O:18][CH3:19])=[O:17])=[CH:20][CH:21]=1. The yield is 1.17. (8) The reactants are C=O.O1C=CC=C1CCN.[O:11]1[C:19]2[CH2:18][CH2:17][NH:16][CH2:15][C:14]=2[CH:13]=[CH:12]1.[C:20]([O:24][C:25](O[C:25]([O:24][C:20]([CH3:23])([CH3:22])[CH3:21])=[O:26])=[O:26])([CH3:23])([CH3:22])[CH3:21]. The catalyst is ClCCl. The product is [C:20]([O:24][C:25]([N:16]1[CH2:17][CH2:18][C:19]2[O:11][CH:12]=[CH:13][C:14]=2[CH2:15]1)=[O:26])([CH3:23])([CH3:22])[CH3:21]. The yield is 0.354.